Dataset: Full USPTO retrosynthesis dataset with 1.9M reactions from patents (1976-2016). Task: Predict the reactants needed to synthesize the given product. (1) Given the product [ClH:1].[CH3:45][N:9]([CH3:8])[CH2:10][CH2:11][NH:12][S:13]([C:16]1[CH:17]=[CH:18][C:19]([C:22]2[N:26]=[C:25]([C:27]3[CH:28]=[N:29][N:30]([CH3:44])[C:31]=3[CH2:32][CH2:33][C:34]3[CH:35]=[CH:36][C:37]([C:40]([F:42])([F:41])[F:43])=[CH:38][CH:39]=3)[O:24][N:23]=2)=[CH:20][CH:21]=1)(=[O:14])=[O:15], predict the reactants needed to synthesize it. The reactants are: [ClH:1].C(OCC)(=O)C.[CH3:8][N:9]([CH3:45])[CH2:10][CH2:11][NH:12][S:13]([C:16]1[CH:21]=[CH:20][C:19]([C:22]2[N:26]=[C:25]([C:27]3[CH:28]=[N:29][N:30]([CH3:44])[C:31]=3[CH2:32][CH2:33][C:34]3[CH:39]=[CH:38][C:37]([C:40]([F:43])([F:42])[F:41])=[CH:36][CH:35]=3)[O:24][N:23]=2)=[CH:18][CH:17]=1)(=[O:15])=[O:14]. (2) Given the product [Br:14][CH2:12][C:11]([C:8]1[S:7][C:6]2[CH:5]=[CH:4][CH:3]=[C:2]([Cl:1])[C:10]=2[CH:9]=1)=[O:13], predict the reactants needed to synthesize it. The reactants are: [Cl:1][C:2]1[C:10]2[CH:9]=[C:8]([C:11](=[O:13])[CH3:12])[S:7][C:6]=2[CH:5]=[CH:4][CH:3]=1.[Br-:14].[Br-].[Br-].C1([N+](C)(C)C)C=CC=CC=1.C1([N+](C)(C)C)C=CC=CC=1.C1([N+](C)(C)C)C=CC=CC=1.